Dataset: Catalyst prediction with 721,799 reactions and 888 catalyst types from USPTO. Task: Predict which catalyst facilitates the given reaction. (1) Reactant: Br[C:2]1[CH:11]=[CH:10][C:9]2[C:4](=[CH:5][CH:6]=[C:7]([CH3:12])[CH:8]=2)[CH:3]=1.[CH:13]([C:15]1[CH:20]=[CH:19][CH:18]=[CH:17][C:16]=1B(O)O)=[O:14].C(=O)([O-])[O-].[Na+].[Na+]. Product: [CH3:12][C:7]1[CH:8]=[C:9]2[C:4](=[CH:5][CH:6]=1)[CH:3]=[C:2]([C:16]1[CH:17]=[CH:18][CH:19]=[CH:20][C:15]=1[CH:13]=[O:14])[CH:11]=[CH:10]2. The catalyst class is: 216. (2) Reactant: [F:1][C:2]1[C:17]([Br:18])=[CH:16][C:5]2[N:6]([CH:10]3[CH2:15][CH2:14][NH:13][CH2:12][CH2:11]3)[C:7](=[O:9])[NH:8][C:4]=2[CH:3]=1.[O:19]1[CH2:24][CH2:23][C:22](=O)[CH2:21][CH2:20]1.C(N(CC)CC)C.C(O[BH-](OC(=O)C)OC(=O)C)(=O)C.[Na+]. Product: [F:1][C:2]1[C:17]([Br:18])=[CH:16][C:5]2[N:6]([CH:10]3[CH2:15][CH2:14][N:13]([CH:22]4[CH2:23][CH2:24][O:19][CH2:20][CH2:21]4)[CH2:12][CH2:11]3)[C:7](=[O:9])[NH:8][C:4]=2[CH:3]=1. The catalyst class is: 4. (3) Reactant: [F:1][C:2]1[CH:7]=[CH:6][C:5]([C:8]2[N:9]=[N:10][NH:11][N:12]=2)=[CH:4][CH:3]=1.[C:13]([O-])([O-])=O.[K+].[K+].IC.N#N. Product: [F:1][C:2]1[CH:7]=[CH:6][C:5]([C:8]2[N:9]=[N:10][N:11]([CH3:13])[N:12]=2)=[CH:4][CH:3]=1. The catalyst class is: 10. (4) Reactant: [O:1]1[CH2:5][CH2:4][O:3][CH:2]1[C:6]1[O:10][C:9]([CH:11]([C:13]2[CH:18]=[CH:17][C:16]([F:19])=[CH:15][CH:14]=2)[OH:12])=[CH:8][CH:7]=1. Product: [O:1]1[CH2:5][CH2:4][O:3][CH:2]1[C:6]1[O:10][C:9]([C:11]([C:13]2[CH:18]=[CH:17][C:16]([F:19])=[CH:15][CH:14]=2)=[O:12])=[CH:8][CH:7]=1. The catalyst class is: 327. (5) Reactant: [Br:1][C:2]1[S:3][C:4]([CH3:10])=[C:5]([CH2:7][CH2:8][OH:9])[N:6]=1.O[C:12]1[CH:13]=[C:14]2[C:18](=[CH:19][CH:20]=1)[C@H:17]([CH2:21][C:22]([O:24][CH2:25][CH3:26])=[O:23])[CH2:16][CH2:15]2.C1C=CC(P(C2C=CC=CC=2)C2C=CC=CC=2)=CC=1.C1CCN(C(N=NC(N2CCCCC2)=O)=O)CC1. Product: [Br:1][C:2]1[S:3][C:4]([CH3:10])=[C:5]([CH2:7][CH2:8][O:9][C:12]2[CH:13]=[C:14]3[C:18](=[CH:19][CH:20]=2)[C@H:17]([CH2:21][C:22]([O:24][CH2:25][CH3:26])=[O:23])[CH2:16][CH2:15]3)[N:6]=1. The catalyst class is: 1. (6) Reactant: [F:1][C:2]1[C:3]([CH2:22][N:23](C)[C:24](=O)OC(C)(C)C)=[CH:4][N:5]([S:14]([C:17]2[S:18][CH:19]=[CH:20][N:21]=2)(=[O:16])=[O:15])[C:6]=1[C:7]1[C:8]([F:13])=[N:9][CH:10]=[CH:11][CH:12]=1.C(OCC)(=O)C.[ClH:38]. Product: [ClH:38].[F:1][C:2]1[C:3]([CH2:22][NH:23][CH3:24])=[CH:4][N:5]([S:14]([C:17]2[S:18][CH:19]=[CH:20][N:21]=2)(=[O:16])=[O:15])[C:6]=1[C:7]1[C:8]([F:13])=[N:9][CH:10]=[CH:11][CH:12]=1. The catalyst class is: 336.